From a dataset of Full USPTO retrosynthesis dataset with 1.9M reactions from patents (1976-2016). Predict the reactants needed to synthesize the given product. (1) Given the product [CH2:16]([O:23][C:24]1[CH:29]=[C:28]([C:7]2([OH:8])[CH2:6][CH2:5][N:4]([C:9]([O:11][C:12]([CH3:14])([CH3:13])[CH3:15])=[O:10])[CH2:3][CH:2]2[CH3:1])[CH:27]=[CH:26][CH:25]=1)[C:17]1[CH:22]=[CH:21][CH:20]=[CH:19][CH:18]=1, predict the reactants needed to synthesize it. The reactants are: [CH3:1][CH:2]1[C:7](=[O:8])[CH2:6][CH2:5][N:4]([C:9]([O:11][C:12]([CH3:15])([CH3:14])[CH3:13])=[O:10])[CH2:3]1.[CH2:16]([O:23][C:24]1[CH:25]=[C:26]([Mg]Br)[CH:27]=[CH:28][CH:29]=1)[C:17]1[CH:22]=[CH:21][CH:20]=[CH:19][CH:18]=1. (2) Given the product [CH3:1][O:2][C:3]([C:5]1[C:14]2[C:9](=[CH:10][CH:11]=[CH:12][CH:13]=2)[N:8]=[C:7]([C:15]2[CH:20]=[CH:19][CH:18]=[CH:17][CH:16]=2)[C:6]=1[CH2:21][N:25]1[CH2:26][CH2:27][CH:28]([NH:29][C:30]([O:32][CH2:33][CH:34]2[C:46]3[CH:45]=[CH:44][CH:43]=[CH:42][C:41]=3[C:40]3[C:35]2=[CH:36][CH:37]=[CH:38][CH:39]=3)=[O:31])[CH2:23][CH2:24]1)=[O:4], predict the reactants needed to synthesize it. The reactants are: [CH3:1][O:2][C:3]([C:5]1[C:14]2[C:9](=[CH:10][CH:11]=[CH:12][CH:13]=2)[N:8]=[C:7]([C:15]2[CH:20]=[CH:19][CH:18]=[CH:17][CH:16]=2)[C:6]=1[CH2:21]Br)=[O:4].[CH2:23]1[CH:28]([NH:29][C:30]([O:32][CH2:33][CH:34]2[C:46]3[C:41](=[CH:42][CH:43]=[CH:44][CH:45]=3)[C:40]3[C:35]2=[CH:36][CH:37]=[CH:38][CH:39]=3)=[O:31])[CH2:27][CH2:26][NH:25][CH2:24]1.Cl.C(N(C(C)C)CC)(C)C.[F-].[K+]. (3) Given the product [C:20]([O:19][C:17]([N:24]1[C@H:4]2[CH2:5][CH2:6][C@:1]([CH2:7][CH2:8][O:9][CH2:10][C:11]3[CH:12]=[CH:13][CH:14]=[CH:15][CH:16]=3)([CH:2]=[CH:3]2)[O:25]1)=[O:18])([CH3:23])([CH3:22])[CH3:21], predict the reactants needed to synthesize it. The reactants are: [C:1]1([CH2:7][CH2:8][O:9][CH2:10][C:11]2[CH:16]=[CH:15][CH:14]=[CH:13][CH:12]=2)[CH2:6][CH2:5][CH:4]=[CH:3][CH:2]=1.[C:17]([NH:24][OH:25])([O:19][C:20]([CH3:23])([CH3:22])[CH3:21])=[O:18].CCC[N+](CCC)(CCC)CCC.[O-]I(=O)(=O)=O. (4) Given the product [F:1][C:2]1[CH:3]=[C:4]([C:9]2([C:10]#[N:11])[CH2:14][CH2:13]2)[CH:5]=[C:6]([F:8])[CH:7]=1, predict the reactants needed to synthesize it. The reactants are: [F:1][C:2]1[CH:3]=[C:4]([CH2:9][C:10]#[N:11])[CH:5]=[C:6]([F:8])[CH:7]=1.Br[CH2:13][CH2:14]Br.[OH-].[Na+]. (5) Given the product [Cl:1][C:2]1[S:51][C:5]([Cl:8])=[CH:4][C:3]=1[S:9]([NH:12][CH2:13][C:14]1[CH:15]=[C:16]([C:20]2[CH:21]=[C:22]3[C:26](=[C:27]([C:29]([NH2:31])=[O:30])[CH:28]=2)[NH:25][CH:24]=[C:23]3[CH:32]2[CH2:33][CH2:34][N:35]([S:38]([CH2:41][CH3:42])(=[O:40])=[O:39])[CH2:36][CH2:37]2)[CH:17]=[CH:18][CH:19]=1)(=[O:11])=[O:10], predict the reactants needed to synthesize it. The reactants are: [Cl:1][C:2]1C=C[C:5]([Cl:8])=[CH:4][C:3]=1[S:9]([NH:12][CH2:13][C:14]1[CH:15]=[C:16]([C:20]2[CH:21]=[C:22]3[C:26](=[C:27]([C:29]([NH2:31])=[O:30])[CH:28]=2)[NH:25][CH:24]=[C:23]3[CH:32]2[CH2:37][CH2:36][N:35]([S:38]([CH2:41][CH3:42])(=[O:40])=[O:39])[CH2:34][CH2:33]2)[CH:17]=[CH:18][CH:19]=1)(=[O:11])=[O:10].ClC1C=CC(Cl)=CC=1[S:51](Cl)(=O)=O. (6) Given the product [CH:29]([O:24][C:21]1[CH:20]=[CH:19][C:18]([O:17][CH2:16][CH2:15][CH2:14][O:13][C:10]2[CH:9]=[CH:8][C:7]([CH2:6][C@H:5]([O:25][CH3:26])[C:4]([OH:3])=[O:27])=[CH:12][CH:11]=2)=[CH:23][CH:22]=1)([CH3:31])[CH3:30], predict the reactants needed to synthesize it. The reactants are: C([O:3][C:4](=[O:27])[C@@H:5]([O:25][CH3:26])[CH2:6][C:7]1[CH:12]=[CH:11][C:10]([O:13][CH2:14][CH2:15][CH2:16][O:17][C:18]2[CH:23]=[CH:22][C:21]([OH:24])=[CH:20][CH:19]=2)=[CH:9][CH:8]=1)C.Br[C:29]([CH3:31])=[CH2:30]. (7) Given the product [CH:1]([CH:4]([CH2:7][CH2:8][CH:9]([CH3:11])[CH3:10])[CH:5]=[O:6])([CH3:3])[CH3:2], predict the reactants needed to synthesize it. The reactants are: [CH:1]([C:4](=[CH:7][CH2:8][CH:9]([CH3:11])[CH3:10])[CH:5]=[O:6])([CH3:3])[CH3:2].C([O-])(O)=O.[Na+].N#N. (8) The reactants are: [O:1]=[C:2]1[CH2:11][CH2:10][C:9]2[C:4](=[CH:5][C:6]([C:12]([O:14][CH3:15])=[O:13])=[CH:7][CH:8]=2)[NH:3]1.I[C:17]1[CH:22]=[CH:21][CH:20]=[CH:19][CH:18]=1.N1C2C(=CC=C3C=2N=CC=C3)C=CC=1. Given the product [O:1]=[C:2]1[CH2:11][CH2:10][C:9]2[C:4](=[CH:5][C:6]([C:12]([O:14][CH3:15])=[O:13])=[CH:7][CH:8]=2)[N:3]1[C:17]1[CH:22]=[CH:21][CH:20]=[CH:19][CH:18]=1, predict the reactants needed to synthesize it. (9) Given the product [CH2:1]([O:8][C:9]1[CH:10]=[C:11]([CH:22]=[C:23]([O:33][CH2:34][C:35]2[CH:40]=[CH:39][CH:38]=[CH:37][CH:36]=2)[C:24]=1[O:25][CH2:26][C:27]1[CH:28]=[CH:29][CH:30]=[CH:31][CH:32]=1)[C:12]([OH:14])=[O:13])[C:2]1[CH:3]=[CH:4][CH:5]=[CH:6][CH:7]=1, predict the reactants needed to synthesize it. The reactants are: [CH2:1]([O:8][C:9]1[CH:10]=[C:11]([CH:22]=[C:23]([O:33][CH2:34][C:35]2[CH:40]=[CH:39][CH:38]=[CH:37][CH:36]=2)[C:24]=1[O:25][CH2:26][C:27]1[CH:32]=[CH:31][CH:30]=[CH:29][CH:28]=1)[C:12]([O:14]CC1C=CC=CC=1)=[O:13])[C:2]1[CH:7]=[CH:6][CH:5]=[CH:4][CH:3]=1. (10) Given the product [CH:18]1([C:6]2[C:7]([NH:9][C:10]3[CH:15]=[C:14]([CH:16]=[CH2:17])[CH:13]=[CH:12][N:11]=3)=[CH:8][C:3]([C:1]#[N:2])=[C:4]([N:21]3[CH2:26][CH2:25][NH:24][C@H:23]([CH:34]([CH3:36])[CH3:35])[CH2:22]3)[N:5]=2)[CH2:20][CH2:19]1, predict the reactants needed to synthesize it. The reactants are: [C:1]([C:3]1[C:4]([N:21]2[CH2:26][CH2:25][N:24](C(OC(C)(C)C)=O)[C@H:23]([CH:34]([CH3:36])[CH3:35])[CH2:22]2)=[N:5][C:6]([CH:18]2[CH2:20][CH2:19]2)=[C:7]([NH:9][C:10]2[CH:15]=[C:14]([CH:16]=[CH2:17])[CH:13]=[CH:12][N:11]=2)[CH:8]=1)#[N:2].C(O)(C(F)(F)F)=O.